Dataset: Catalyst prediction with 721,799 reactions and 888 catalyst types from USPTO. Task: Predict which catalyst facilitates the given reaction. (1) Reactant: C([CH:8]([NH2:26])[CH2:9][N:10]1[C:19]2[C:14](=[CH:15][CH:16]=[CH:17][CH:18]=2)[N:13]=[C:12]([C:20]2[S:21][CH:22]=[CH:23][CH:24]=2)[C:11]1=[O:25])(OC(C)(C)C)=O.[ClH:27]. Product: [ClH:27].[NH2:26][CH2:8][CH2:9][N:10]1[C:19]2[C:14](=[CH:15][CH:16]=[CH:17][CH:18]=2)[N:13]=[C:12]([C:20]2[S:21][CH:22]=[CH:23][CH:24]=2)[C:11]1=[O:25]. The catalyst class is: 12. (2) Reactant: Cl[C:2]1[N:7]=[CH:6][C:5]([C:8]([OH:17])([C:13]([F:16])([F:15])[F:14])[C:9]([F:12])([F:11])[F:10])=[CH:4][N:3]=1.[Cl:18][C:19]1[N:24]=[CH:23][C:22]([S:25]([N:28]2[CH2:33][CH2:32][NH:31][CH:30]([C:34]#[C:35][CH3:36])[CH2:29]2)(=[O:27])=[O:26])=[CH:21][CH:20]=1.CCN(C(C)C)C(C)C. Product: [Cl:18][C:19]1[N:24]=[CH:23][C:22]([S:25]([N:28]2[CH2:33][CH2:32][N:31]([C:2]3[N:3]=[CH:4][C:5]([C:8]([OH:17])([C:13]([F:16])([F:15])[F:14])[C:9]([F:10])([F:11])[F:12])=[CH:6][N:7]=3)[CH:30]([C:34]#[C:35][CH3:36])[CH2:29]2)(=[O:27])=[O:26])=[CH:21][CH:20]=1. The catalyst class is: 12. (3) Reactant: [CH3:1][C@@H:2]1[CH2:11][C:10]2[C:5](=[CH:6][CH:7]=[C:8]([CH2:12][CH:13]=O)[CH:9]=2)[C:4](=[O:15])[O:3]1.[C:16]([N:23]1[CH2:28][CH2:27][NH:26][CH2:25][CH2:24]1)([O:18][C:19]([CH3:22])([CH3:21])[CH3:20])=[O:17].C(O[BH-](OC(=O)C)OC(=O)C)(=O)C.[Na+]. Product: [CH3:1][C@@H:2]1[CH2:11][C:10]2[C:5](=[CH:6][CH:7]=[C:8]([CH2:12][CH2:13][N:26]3[CH2:25][CH2:24][N:23]([C:16]([O:18][C:19]([CH3:22])([CH3:21])[CH3:20])=[O:17])[CH2:28][CH2:27]3)[CH:9]=2)[C:4](=[O:15])[O:3]1. The catalyst class is: 2. (4) Reactant: [NH2:1][C:2]1[N:7]=[C:6]([C:8]2[CH:13]=[CH:12][CH:11]=[CH:10][CH:9]=2)[C:5]([C:14]2[CH:15]=[CH:16][C:17](=[O:23])[N:18]([CH:20]([CH3:22])[CH3:21])[N:19]=2)=[CH:4][CH:3]=1.[N:24]1[CH:29]=[CH:28][C:27]([CH:30]=O)=[CH:26][CH:25]=1.[BH-](OC(C)=O)(OC(C)=O)OC(C)=O.[Na+].C([O-])(O)=O.[Na+]. Product: [CH:20]([N:18]1[C:17](=[O:23])[CH:16]=[CH:15][C:14]([C:5]2[C:6]([C:8]3[CH:9]=[CH:10][CH:11]=[CH:12][CH:13]=3)=[N:7][C:2]([NH:1][CH2:30][C:27]3[CH:28]=[CH:29][N:24]=[CH:25][CH:26]=3)=[CH:3][CH:4]=2)=[N:19]1)([CH3:21])[CH3:22]. The catalyst class is: 2.